This data is from Peptide-MHC class I binding affinity with 185,985 pairs from IEDB/IMGT. The task is: Regression. Given a peptide amino acid sequence and an MHC pseudo amino acid sequence, predict their binding affinity value. This is MHC class I binding data. (1) The binding affinity (normalized) is 0.110. The MHC is HLA-B15:01 with pseudo-sequence HLA-B15:01. The peptide sequence is SFKAALSSL. (2) The MHC is HLA-B15:09 with pseudo-sequence HLA-B15:09. The binding affinity (normalized) is 0.0847. The peptide sequence is RKLGWWLKL. (3) The peptide sequence is LLENKSLTIL. The MHC is HLA-A02:06 with pseudo-sequence HLA-A02:06. The binding affinity (normalized) is 0.176. (4) The peptide sequence is YAEISFMLW. The MHC is HLA-A26:01 with pseudo-sequence HLA-A26:01. The binding affinity (normalized) is 0.0847.